Task: Predict the product of the given reaction.. Dataset: Forward reaction prediction with 1.9M reactions from USPTO patents (1976-2016) Given the reactants N#N.[F:3][C:4]1[CH:26]=[C:25]([F:27])[CH:24]=[CH:23][C:5]=1[O:6][C:7]1[CH:13]=[CH:12][C:10]([NH2:11])=[CH:9][C:8]=1B1OC(C)(C)C(C)(C)O1.Br[C:29]1[C:38]2[C:33](=[CH:34][N:35]=[CH:36][CH:37]=2)[C:32](=[O:39])[N:31]([CH3:40])[CH:30]=1.C([O-])([O-])=O.[K+].[K+], predict the reaction product. The product is: [NH2:11][C:10]1[CH:12]=[CH:13][C:7]([O:6][C:5]2[CH:23]=[CH:24][C:25]([F:27])=[CH:26][C:4]=2[F:3])=[C:8]([C:29]2[C:38]3[C:33](=[CH:34][N:35]=[CH:36][CH:37]=3)[C:32](=[O:39])[N:31]([CH3:40])[CH:30]=2)[CH:9]=1.